Dataset: Full USPTO retrosynthesis dataset with 1.9M reactions from patents (1976-2016). Task: Predict the reactants needed to synthesize the given product. (1) Given the product [S:28]([C:32]1[CH:33]=[C:34]([NH:38][C:25]([C:24]2[CH:23]=[N:22][N:15]3[C:16]([C:18]([F:19])([F:20])[F:21])=[CH:17][C:12]([C:4]4[CH:5]=[CH:6][C:7]([C:8]([F:10])([F:9])[F:11])=[C:2]([Cl:1])[CH:3]=4)=[N:13][C:14]=23)=[O:26])[CH:35]=[CH:36][CH:37]=1)(=[O:30])(=[O:31])[NH2:29], predict the reactants needed to synthesize it. The reactants are: [Cl:1][C:2]1[CH:3]=[C:4]([C:12]2[CH:17]=[C:16]([C:18]([F:21])([F:20])[F:19])[N:15]3[N:22]=[CH:23][C:24]([C:25](O)=[O:26])=[C:14]3[N:13]=2)[CH:5]=[CH:6][C:7]=1[C:8]([F:11])([F:10])[F:9].[S:28]([C:32]1[CH:33]=[C:34]([NH2:38])[CH:35]=[CH:36][CH:37]=1)(=[O:31])(=[O:30])[NH2:29]. (2) Given the product [CH3:6][CH:5]([C:7]1[CH:8]=[CH:9][C:10]([O:23][CH2:24][C:25]2[CH:26]=[CH:27][CH:28]=[CH:29][CH:30]=2)=[C:11]([CH:22]=1)[C:12]([OH:14])=[O:13])[CH3:4], predict the reactants needed to synthesize it. The reactants are: O[Li].O.[CH3:4][CH:5]([C:7]1[CH:8]=[CH:9][C:10]([O:23][CH2:24][C:25]2[CH:30]=[CH:29][CH:28]=[CH:27][CH:26]=2)=[C:11]([CH:22]=1)[C:12]([O:14]CC1C=CC=CC=1)=[O:13])[CH3:6].C1COCC1.Cl.